From a dataset of Peptide-MHC class II binding affinity with 134,281 pairs from IEDB. Regression. Given a peptide amino acid sequence and an MHC pseudo amino acid sequence, predict their binding affinity value. This is MHC class II binding data. (1) The MHC is HLA-DQA10102-DQB10602 with pseudo-sequence HLA-DQA10102-DQB10602. The binding affinity (normalized) is 0.572. The peptide sequence is KFITHSVTFSEINKA. (2) The peptide sequence is KMIGGIGGFVKVRQYDQIPI. The MHC is DRB1_0404 with pseudo-sequence DRB1_0404. The binding affinity (normalized) is 0.210. (3) The peptide sequence is IAGYKTFDGRGAQVY. The MHC is HLA-DPA10201-DPB11401 with pseudo-sequence HLA-DPA10201-DPB11401. The binding affinity (normalized) is 0.356. (4) The peptide sequence is MADDMERIFKRFDTN. The MHC is DRB1_1001 with pseudo-sequence DRB1_1001. The binding affinity (normalized) is 0.575. (5) The peptide sequence is FVVTGRVYCDPCRAG. The MHC is DRB5_0101 with pseudo-sequence DRB5_0101. The binding affinity (normalized) is 0.349. (6) The peptide sequence is GLTSTRMFLKVRESNTTE. The MHC is DRB3_0101 with pseudo-sequence DRB3_0101. The binding affinity (normalized) is 0. (7) The peptide sequence is YDKFLANVSTVLTEK. The MHC is DRB1_0404 with pseudo-sequence DRB1_0404. The binding affinity (normalized) is 0.773. (8) The peptide sequence is INEETAAAIAYGLDR. The MHC is HLA-DQA10501-DQB10301 with pseudo-sequence HLA-DQA10501-DQB10301. The binding affinity (normalized) is 0.627.